From a dataset of CYP1A2 inhibition data for predicting drug metabolism from PubChem BioAssay. Regression/Classification. Given a drug SMILES string, predict its absorption, distribution, metabolism, or excretion properties. Task type varies by dataset: regression for continuous measurements (e.g., permeability, clearance, half-life) or binary classification for categorical outcomes (e.g., BBB penetration, CYP inhibition). Dataset: cyp1a2_veith. (1) The compound is C=C1C[C@@]23C[C@H]4[C@H]5[C@@]67[C@H](OC(C)=O)[C@@H](OC(=O)c8ccccc8)C[C@@]5(C)CN4[C@@H]6[C@@H]2[C@H](O)[C@@H]1[C@H](OC(C)=O)[C@H]37. The result is 0 (non-inhibitor). (2) The compound is COC(=O)C1=C(C(=O)c2ccc(C)cc2)C(c2ccccc2)n2nnnc2N1. The result is 0 (non-inhibitor). (3) The drug is CCOc1ccccc1C1C(C#N)=C(N)Oc2n[nH]c(CC)c21. The result is 1 (inhibitor). (4) The compound is CS(=O)(=O)c1ccc(-c2cc(Br)sc2-c2ccc(F)cc2)cc1. The result is 1 (inhibitor). (5) The compound is C=C1C[C@@]23C[C@]1(O)CC[C@@H]2[C@]12C=C[C@@H](O)[C@](C)(C(=O)O1)[C@H]2[C@H]3C(=O)O. The result is 0 (non-inhibitor). (6) The drug is CCCC1(C(=O)OC)C=C2C(=C(C)C(=O)C2C)CN1. The result is 0 (non-inhibitor). (7) The compound is CCOC(=O)c1cc(CC)sc1NC(=O)C(c1ccccc1)c1ccccc1. The result is 0 (non-inhibitor). (8) The compound is COCCn1c(=O)c(-c2ccccc2)nc2cnc(Oc3ccc(OC)cc3)nc21. The result is 1 (inhibitor). (9) The molecule is CC(C)=CCC/C(C)=C/CO/N=C1/C[C@@H](O)[C@@H](O)[C@H]2[C@@H]1CC[C@H]1C(=O)N(c3ccc(F)cc3F)C(=O)[C@H]21. The result is 0 (non-inhibitor). (10) The drug is CC(C)NC(=O)N1CCCC2(CCN(C(=O)c3ccncc3)CC2)C1. The result is 0 (non-inhibitor).